This data is from Forward reaction prediction with 1.9M reactions from USPTO patents (1976-2016). The task is: Predict the product of the given reaction. Given the reactants [Cl:1][C:2]1[CH:7]=[CH:6][C:5](B(O)O)=[CH:4][C:3]=1[C:11]([NH:13][CH2:14][C:15]12[CH2:24][CH:19]3[CH2:20][CH:21]([CH2:23][CH:17]([CH2:18]3)[CH2:16]1)[CH2:22]2)=[O:12].Br[C:26]1[CH:27]=[C:28]([OH:32])[CH:29]=[CH:30][CH:31]=1.C(=O)([O-])[O-].[K+].[K+].O1CCCC1, predict the reaction product. The product is: [Cl:1][C:2]1[CH:7]=[CH:6][C:5]([C:26]2[CH:31]=[CH:30][CH:29]=[C:28]([OH:32])[CH:27]=2)=[CH:4][C:3]=1[C:11]([NH:13][CH2:14][C:15]12[CH2:24][CH:19]3[CH2:20][CH:21]([CH2:23][CH:17]([CH2:18]3)[CH2:16]1)[CH2:22]2)=[O:12].